This data is from Catalyst prediction with 721,799 reactions and 888 catalyst types from USPTO. The task is: Predict which catalyst facilitates the given reaction. (1) Reactant: Cl[C:2]1[N:7]=[N:6][C:5]([NH:8][C:9]2[S:10][C:11]([C:17]3[C:22]([F:23])=[CH:21][C:20]([C:24]([OH:27])([CH3:26])[CH3:25])=[CH:19][C:18]=3[F:28])=[CH:12][C:13]=2[C:14]([NH2:16])=[O:15])=[CH:4][CH:3]=1.[NH:29]1[CH:33]=[CH:32][C:31](B(O)O)=[N:30]1.C(=O)(O)[O-].[Na+]. Product: [F:28][C:18]1[CH:19]=[C:20]([C:24]([OH:27])([CH3:26])[CH3:25])[CH:21]=[C:22]([F:23])[C:17]=1[C:11]1[S:10][C:9]([NH:8][C:5]2[N:6]=[N:7][C:2]([C:31]3[NH:30][N:29]=[CH:33][CH:32]=3)=[CH:3][CH:4]=2)=[C:13]([C:14]([NH2:16])=[O:15])[CH:12]=1. The catalyst class is: 1. (2) Reactant: [C:1]([NH:9][C:10]1([C:13]([O:15]CC)=[O:14])[CH2:12][CH2:11]1)(=[O:8])[C:2]1[CH:7]=[CH:6][CH:5]=[CH:4][CH:3]=1.[OH-].[Na+].Cl.O. Product: [C:1]([NH:9][C:10]1([C:13]([OH:15])=[O:14])[CH2:11][CH2:12]1)(=[O:8])[C:2]1[CH:3]=[CH:4][CH:5]=[CH:6][CH:7]=1. The catalyst class is: 8.